Dataset: NCI-60 drug combinations with 297,098 pairs across 59 cell lines. Task: Regression. Given two drug SMILES strings and cell line genomic features, predict the synergy score measuring deviation from expected non-interaction effect. (1) Synergy scores: CSS=-1.87, Synergy_ZIP=0.662, Synergy_Bliss=-1.77, Synergy_Loewe=-1.74, Synergy_HSA=-3.53. Drug 1: CC12CCC3C(C1CCC2O)C(CC4=C3C=CC(=C4)O)CCCCCCCCCS(=O)CCCC(C(F)(F)F)(F)F. Drug 2: C1C(C(OC1N2C=NC3=C2NC=NCC3O)CO)O. Cell line: IGROV1. (2) Drug 1: CC1OCC2C(O1)C(C(C(O2)OC3C4COC(=O)C4C(C5=CC6=C(C=C35)OCO6)C7=CC(=C(C(=C7)OC)O)OC)O)O. Drug 2: B(C(CC(C)C)NC(=O)C(CC1=CC=CC=C1)NC(=O)C2=NC=CN=C2)(O)O. Cell line: NCIH23. Synergy scores: CSS=73.0, Synergy_ZIP=0.592, Synergy_Bliss=-0.990, Synergy_Loewe=-3.64, Synergy_HSA=1.40. (3) Drug 1: CCC1=C2CN3C(=CC4=C(C3=O)COC(=O)C4(CC)O)C2=NC5=C1C=C(C=C5)O. Drug 2: CC(C)CN1C=NC2=C1C3=CC=CC=C3N=C2N. Cell line: BT-549. Synergy scores: CSS=27.8, Synergy_ZIP=-3.14, Synergy_Bliss=-6.98, Synergy_Loewe=-22.3, Synergy_HSA=-8.64.